Dataset: Reaction yield outcomes from USPTO patents with 853,638 reactions. Task: Predict the reaction yield, written as a fraction of the theoretical maximum amount of product (1.0 means a 100% yield; for example, 0.34 means a 34% yield). (1) The reactants are [CH:1]1[C:2]([C:10]([O:12][CH2:13][CH3:14])=[O:11])=[CH:3][N:4]2[C:9]=1[CH:8]=[CH:7][CH:6]=[CH:5]2.F[B-](F)(F)F.C1(P(C2CCCC2)C2CCCC2)CCCC1.C([O-])([O-])=O.[Cs+].[Cs+].Cl[C:43]1[CH:48]=[N:47][CH:46]=[CH:45][N:44]=1. The catalyst is CC([O-])=O.CC([O-])=O.[Pd+2].C1(C)C=CC=CC=1. The product is [N:44]1[CH:45]=[CH:46][N:47]=[CH:48][C:43]=1[C:3]1[N:4]2[C:9]([CH:8]=[CH:7][CH:6]=[CH:5]2)=[CH:1][C:2]=1[C:10]([O:12][CH2:13][CH3:14])=[O:11]. The yield is 0.240. (2) The reactants are [CH3:1][O:2][C:3](=[O:26])/[C:4](/[C:12]1[CH:17]=[CH:16][C:15]([S:18]([CH3:21])(=[O:20])=[O:19])=[C:14]([C:22]([F:25])([F:24])[F:23])[CH:13]=1)=[CH:5]/[CH:6]1[CH2:11][CH2:10][CH2:9][CH2:8][CH2:7]1.[BH4-].[Na+]. The catalyst is CO.O.O.O.O.O.O.[Ni](Cl)Cl. The product is [CH3:1][O:2][C:3](=[O:26])[CH:4]([C:12]1[CH:17]=[CH:16][C:15]([S:18]([CH3:21])(=[O:19])=[O:20])=[C:14]([C:22]([F:25])([F:24])[F:23])[CH:13]=1)[CH2:5][CH:6]1[CH2:11][CH2:10][CH2:9][CH2:8][CH2:7]1. The yield is 0.930. (3) The reactants are [C:1]([C:3]1[S:7][C:6]([CH:8]=O)=[CH:5][CH:4]=1)#[CH:2].[NH:10]1[CH2:15][CH2:14][O:13][CH2:12][CH2:11]1.CC(O)=O.[BH-](OC(C)=O)(OC(C)=O)OC(C)=O.[Na+]. The catalyst is ClCCCl.C(Cl)Cl. The product is [C:1]([C:3]1[S:7][C:6]([CH2:8][N:10]2[CH2:15][CH2:14][O:13][CH2:12][CH2:11]2)=[CH:5][CH:4]=1)#[CH:2]. The yield is 0.600. (4) The reactants are [H-].[Na+].[F:3][C:4]([F:18])([F:17])[C:5]1[CH:10]=[CH:9][CH:8]=[CH:7][C:6]=1[CH:11]([OH:16])[C:12]([F:15])([F:14])[F:13].[NH2:19][C:20]1[N:25]=[C:24](Cl)[CH:23]=[C:22]([Cl:27])[N:21]=1.O. The catalyst is C1COCC1.C(OCC)(=O)C. The product is [Cl:27][C:22]1[CH:23]=[C:24]([O:16][CH:11]([C:6]2[CH:7]=[CH:8][CH:9]=[CH:10][C:5]=2[C:4]([F:17])([F:18])[F:3])[C:12]([F:13])([F:14])[F:15])[N:25]=[C:20]([NH2:19])[N:21]=1. The yield is 0.710. (5) The reactants are C([O:3][C:4](=[O:28])[CH2:5][NH:6][C:7]([C:9]1[C:14](=[O:15])[N:13]([C:16]2[CH:21]=[CH:20][CH:19]=[CH:18][CH:17]=2)[C:12]([OH:22])=[C:11]([C:23]([O:25]C)=O)[C:10]=1[OH:27])=[O:8])C.C(N(C(C)C)CC)(C)C.Cl.[CH:39]1([CH2:42][CH2:43][NH2:44])[CH2:41][CH2:40]1.Cl. The catalyst is C(Cl)(Cl)Cl. The product is [CH:39]1([CH2:42][CH2:43][NH:44][C:23]([C:11]2[C:10]([OH:27])=[C:9]([C:7]([NH:6][CH2:5][C:4]([OH:3])=[O:28])=[O:8])[C:14](=[O:15])[N:13]([C:16]3[CH:17]=[CH:18][CH:19]=[CH:20][CH:21]=3)[C:12]=2[OH:22])=[O:25])[CH2:41][CH2:40]1. The yield is 0.439.